Dataset: Reaction yield outcomes from USPTO patents with 853,638 reactions. Task: Predict the reaction yield, written as a fraction of the theoretical maximum amount of product (1.0 means a 100% yield; for example, 0.34 means a 34% yield). (1) The product is [F:32][C:2]1([F:1])[CH2:10][CH2:9][CH2:8][C:7]2[N:6]([C:11]3[CH:16]=[CH:15][CH:14]=[C:13]([C:17]#[C:18][C@:19]4([OH:26])[CH2:23][CH2:22][N:21]([CH3:24])[C:20]4=[O:25])[CH:12]=3)[N:5]=[C:4]([C:27]([NH2:33])=[O:29])[C:3]1=2. The yield is 0.210. The catalyst is CO. The reactants are [F:1][C:2]1([F:32])[CH2:10][CH2:9][CH2:8][C:7]2[N:6]([C:11]3[CH:16]=[CH:15][CH:14]=[C:13]([C:17]#[C:18][C@:19]4([OH:26])[CH2:23][CH2:22][N:21]([CH3:24])[C:20]4=[O:25])[CH:12]=3)[N:5]=[C:4]([C:27]([O:29]CC)=O)[C:3]1=2.[NH3:33]. (2) The reactants are N1C(Cl)=NC(Cl)=NC=1Cl.[CH3:10][C:11]1([CH3:62])[C:15]2[C:16]3[C:21]([CH:22]=[CH:23][C:14]=2[N+:13]([CH2:24][CH2:25][CH2:26][CH2:27][S:28]([O-:31])(=[O:30])=[O:29])=[C:12]1/[CH:32]=[CH:33]/[CH:34]=[CH:35]/[CH:36]=[CH:37]/[CH:38]=[C:39]1\[C:40]([CH3:61])([CH3:60])[C:41]2[C:59]4[C:54](=[CH:55][CH:56]=[CH:57][CH:58]=4)[CH:53]=[CH:52][C:42]=2[N:43]\1[CH2:44][CH2:45][CH2:46][CH2:47][S:48]([O-:51])(=[O:50])=[O:49])=[CH:20][CH:19]=[CH:18][CH:17]=3.[Na+:63].[CH2:64]([NH2:82])[CH2:65][CH2:66][CH2:67][CH2:68][CH2:69][CH2:70][CH2:71][CH2:72][CH2:73][CH2:74][CH2:75][CH2:76][CH2:77][CH2:78][CH2:79][CH2:80][CH3:81]. The catalyst is C(Cl)Cl. The product is [CH3:10][C:11]1([CH3:62])[C:15]2[C:16]3[C:21]([CH:22]=[CH:23][C:14]=2[N+:13]([CH2:24][CH2:25][CH2:26][CH2:27][S:28]([O-:31])(=[O:30])=[O:29])=[C:12]1/[CH:32]=[CH:33]/[CH:34]=[CH:35]/[CH:36]=[CH:37]/[CH:38]=[C:39]1\[C:40]([CH3:61])([CH3:60])[C:41]2[C:59]4[C:54](=[CH:55][CH:56]=[CH:57][CH:58]=4)[CH:53]=[CH:52][C:42]=2[N:43]\1[CH2:44][CH2:45][CH2:46][CH2:47][S:48]([O-:51])(=[O:49])=[O:50])=[CH:20][CH:19]=[CH:18][CH:17]=3.[Na+:63].[CH2:64]([NH2:82])[CH2:65][CH2:66][CH2:67][CH2:68][CH2:69][CH2:70][CH2:71][CH2:72][CH2:73][CH2:74][CH2:75][CH2:76][CH2:77][CH2:78][CH2:79][CH2:80][CH3:81]. The yield is 0.560. (3) The reactants are [Cl:1][C:2]1[CH:11]=[CH:10][C:9]2[NH:8]C(=O)[N:6]3[N:13]=[C:14]([CH:16]4[CH2:18][CH2:17]4)[N:15]=[C:5]3[C:4]=2[CH:3]=1.[OH-].[Na+].O.C(O)(=O)C. The catalyst is C(O)CO. The product is [Cl:1][C:2]1[CH:11]=[CH:10][C:9]([NH2:8])=[C:4]([C:5]2[NH:6][N:13]=[C:14]([CH:16]3[CH2:18][CH2:17]3)[N:15]=2)[CH:3]=1. The yield is 0.860. (4) The reactants are Cl.[NH2:2][C:3]12[CH2:10][CH2:9][C:6]([C:11]([O:13][CH3:14])=[O:12])([CH2:7][CH2:8]1)[CH2:5][CH2:4]2.C([O-])([O-])=O.[Na+].[Na+].[C:21](=O)([O:30]N1C(=O)CCC1=O)[O:22][CH2:23][C:24]1[CH:29]=[CH:28][CH:27]=[CH:26][CH:25]=1. The catalyst is O1CCOCC1.O.CCOC(C)=O. The product is [CH2:23]([O:22][C:21]([NH:2][C:3]12[CH2:4][CH2:5][C:6]([C:11]([O:13][CH3:14])=[O:12])([CH2:9][CH2:10]1)[CH2:7][CH2:8]2)=[O:30])[C:24]1[CH:29]=[CH:28][CH:27]=[CH:26][CH:25]=1. The yield is 0.950. (5) The reactants are [F:1][C:2]1[CH:3]=[C:4]([C:10]2[N:11]=[C:12]([CH3:34])[C:13]3[CH:18]([CH3:19])[CH2:17][N:16]([C:20]4[CH:25]=[CH:24][C:23]([CH2:26][C:27]([O:29]C(C)(C)C)=[O:28])=[CH:22][CH:21]=4)[C:14]=3[N:15]=2)[CH:5]=[CH:6][C:7]=1[O:8][CH3:9].[F:35][C:36]([F:41])([F:40])[C:37]([OH:39])=[O:38]. No catalyst specified. The product is [F:1][C:2]1[CH:3]=[C:4]([C:10]2[N:11]=[C:12]([CH3:34])[C:13]3[CH:18]([CH3:19])[CH2:17][N:16]([C:20]4[CH:25]=[CH:24][C:23]([CH2:26][C:27]([OH:29])=[O:28])=[CH:22][CH:21]=4)[C:14]=3[N:15]=2)[CH:5]=[CH:6][C:7]=1[O:8][CH3:9].[F:35][C:36]([F:41])([F:40])[C:37]([OH:39])=[O:38]. The yield is 0.920. (6) The reactants are Cl[C:2]1[CH:7]=[CH:6][N:5]2[N:8]=[CH:9][C:10]([CH:11]=[O:12])=[C:4]2[N:3]=1.[Cl:13][C:14]1[CH:15]=[C:16]([OH:20])[CH:17]=[CH:18][CH:19]=1.C([O-])([O-])=O.[K+].[K+].O. The catalyst is CN(C=O)C. The product is [Cl:13][C:14]1[CH:15]=[C:16]([CH:17]=[CH:18][CH:19]=1)[O:20][C:2]1[CH:7]=[CH:6][N:5]2[N:8]=[CH:9][C:10]([CH:11]=[O:12])=[C:4]2[N:3]=1. The yield is 0.930. (7) The reactants are Br[C:2]1[C:7](=[O:8])[N:6]([CH2:9][C:10]2[CH:15]=[CH:14][C:13]([C:16]3[C:17]([C:22]#[N:23])=[CH:18][CH:19]=[CH:20][CH:21]=3)=[CH:12][CH:11]=2)[C:5]([S:24][CH2:25][CH3:26])=[N:4][C:3]=1[CH3:27].[C:28]1(B(O)O)[CH:33]=[CH:32][CH:31]=[CH:30][CH:29]=1.C(=O)([O-])[O-].[Cs+].[Cs+]. The catalyst is O1CCOCC1.C(OCC)(=O)C.C1C=CC([P]([Pd]([P](C2C=CC=CC=2)(C2C=CC=CC=2)C2C=CC=CC=2)([P](C2C=CC=CC=2)(C2C=CC=CC=2)C2C=CC=CC=2)[P](C2C=CC=CC=2)(C2C=CC=CC=2)C2C=CC=CC=2)(C2C=CC=CC=2)C2C=CC=CC=2)=CC=1. The product is [CH2:25]([S:24][C:5]1[N:6]([CH2:9][C:10]2[CH:15]=[CH:14][C:13]([C:16]3[C:17]([C:22]#[N:23])=[CH:18][CH:19]=[CH:20][CH:21]=3)=[CH:12][CH:11]=2)[C:7](=[O:8])[C:2]([C:28]2[CH:33]=[CH:32][CH:31]=[CH:30][CH:29]=2)=[C:3]([CH3:27])[N:4]=1)[CH3:26]. The yield is 0.260.